Dataset: Full USPTO retrosynthesis dataset with 1.9M reactions from patents (1976-2016). Task: Predict the reactants needed to synthesize the given product. (1) Given the product [N:20]1([C:18]([C:15]2[CH:16]=[CH:17][C:12]([C:9]3[CH:10]=[CH:11][C:6]([O:5][CH2:4][CH2:3][CH2:2][N:25]4[CH2:30][CH2:29][CH2:28][C@@H:27]([OH:31])[CH2:26]4)=[CH:7][CH:8]=3)=[CH:13][CH:14]=2)=[O:19])[CH2:24][CH2:23][CH2:22][CH2:21]1, predict the reactants needed to synthesize it. The reactants are: Cl[CH2:2][CH2:3][CH2:4][O:5][C:6]1[CH:11]=[CH:10][C:9]([C:12]2[CH:17]=[CH:16][C:15]([C:18]([N:20]3[CH2:24][CH2:23][CH2:22][CH2:21]3)=[O:19])=[CH:14][CH:13]=2)=[CH:8][CH:7]=1.[NH:25]1[CH2:30][CH2:29][CH2:28][C@@H:27]([OH:31])[CH2:26]1. (2) The reactants are: C(OP([CH2:9][C:10]([O:12][CH2:13][CH3:14])=[O:11])(OCC)=O)C.[H-].[Na+].[CH2:17]([C:21]1[C:30]([C:31]#[N:32])=[C:29]([C:33]2[CH:38]=[CH:37][C:36]([CH3:39])=[CH:35][CH:34]=2)[C:28]2[C:23](=[CH:24][CH:25]=[C:26](/[CH:40]=[CH:41]/[CH:42]=O)[CH:27]=2)[N:22]=1)[CH:18]([CH3:20])[CH3:19]. Given the product [C:31]([C:30]1[C:21]([CH2:17][CH:18]([CH3:20])[CH3:19])=[N:22][C:23]2[C:28]([C:29]=1[C:33]1[CH:38]=[CH:37][C:36]([CH3:39])=[CH:35][CH:34]=1)=[CH:27][C:26](/[CH:40]=[CH:41]/[CH:42]=[CH:9]/[C:10]([O:12][CH2:13][CH3:14])=[O:11])=[CH:25][CH:24]=2)#[N:32], predict the reactants needed to synthesize it. (3) Given the product [Br:1][C:2]1[CH:24]=[CH:23][C:5]2[NH:6][C:7]([C@@H:9]3[CH2:13][C:12]([F:15])([F:14])[CH2:11][NH:10]3)=[N:8][C:4]=2[CH:3]=1, predict the reactants needed to synthesize it. The reactants are: [Br:1][C:2]1[CH:24]=[CH:23][C:5]2[NH:6][C:7]([C@@H:9]3[CH2:13][C:12]([F:15])([F:14])[CH2:11][N:10]3C(OC(C)(C)C)=O)=[N:8][C:4]=2[CH:3]=1.C(O)(C(F)(F)F)=O. (4) Given the product [Cl:29][C:30]1[CH:37]=[CH:36][C:33]([CH2:34][NH:35][C:21]([C:19]2[C:18](=[O:24])[C:17]3[CH:25]=[C:26]([I:28])[S:27][C:16]=3[N:15]([CH2:13][CH3:14])[CH:20]=2)=[O:23])=[CH:32][CH:31]=1, predict the reactants needed to synthesize it. The reactants are: C(N1C=CN=C1)(N1C=CN=C1)=O.[CH2:13]([N:15]1[CH:20]=[C:19]([C:21]([OH:23])=O)[C:18](=[O:24])[C:17]2[CH:25]=[C:26]([I:28])[S:27][C:16]1=2)[CH3:14].[Cl:29][C:30]1[CH:37]=[CH:36][C:33]([CH2:34][NH2:35])=[CH:32][CH:31]=1.CC(O)=O. (5) Given the product [F:80][C:81]1[CH:89]=[CH:88][CH:87]=[C:86]([F:90])[C:82]=1[C:83]([NH:85][C:2]1[CH:7]=[CH:6][CH:5]=[C:4]([C:8]2[C:16]([C:17]3[C:22]([F:23])=[CH:21][N:20]=[C:19]([NH:24][C:25]4[CH:30]=[CH:29][CH:28]=[C:27]([F:31])[CH:26]=4)[N:18]=3)=[C:11]3[CH:12]=[CH:13][CH:14]=[CH:15][N:10]3[N:9]=2)[CH:3]=1)=[O:84], predict the reactants needed to synthesize it. The reactants are: Br[C:2]1[CH:3]=[C:4]([C:8]2[C:16]([C:17]3[C:22]([F:23])=[CH:21][N:20]=[C:19]([NH:24][C:25]4[CH:30]=[CH:29][CH:28]=[C:27]([F:31])[CH:26]=4)[N:18]=3)=[C:11]3[CH:12]=[CH:13][CH:14]=[CH:15][N:10]3[N:9]=2)[CH:5]=[CH:6][CH:7]=1.CC1(C)C2C(=C(P(C3C=CC=CC=3)C3C=CC=CC=3)C=CC=2)OC2C(P(C3C=CC=CC=3)C3C=CC=CC=3)=CC=CC1=2.C([O-])([O-])=O.[Cs+].[Cs+].[F:80][C:81]1[CH:89]=[CH:88][CH:87]=[C:86]([F:90])[C:82]=1[C:83]([NH2:85])=[O:84]. (6) Given the product [CH3:44][O:43][C:39](=[O:42])[C:25]([CH3:24])=[CH:20][C:2]1[CH:7]=[CH:6][CH:5]=[C:4]([C:8]([NH2:11])([CH3:10])[CH3:9])[CH:3]=1, predict the reactants needed to synthesize it. The reactants are: Br[C:2]1[CH:3]=[C:4]([C:8]([NH2:11])([CH3:10])[CH3:9])[CH:5]=[CH:6][CH:7]=1.CN([CH:20]1[CH2:25][CH2:24]CCC1)C1CCCCC1.C(P(C(C)(C)C)C(C)(C)C)(C)(C)C.[C:39]([O:43][CH2:44]C)(=[O:42])C=C. (7) Given the product [N+:3]([C:6]1[CH:7]=[CH:8][C:9]([C:12]2([C:13]#[N:14])[CH2:17][CH2:16]2)=[CH:10][CH:11]=1)([O-:5])=[O:4], predict the reactants needed to synthesize it. The reactants are: [OH-].[Na+].[N+:3]([C:6]1[CH:11]=[CH:10][C:9]([CH2:12][C:13]#[N:14])=[CH:8][CH:7]=1)([O-:5])=[O:4].Br[CH2:16][CH2:17]Br.Cl. (8) Given the product [F:20][C:16]1[CH:15]=[C:14]([C@:8]([NH:7][S@:5]([C:1]([CH3:2])([CH3:3])[CH3:4])=[O:6])([CH2:9][C:10]([CH:26]2[C:27](=[O:28])[N:22]([CH3:21])[C:23](=[O:30])[NH:24][C:25]2=[O:29])=[O:12])[CH3:13])[CH:19]=[CH:18][CH:17]=1, predict the reactants needed to synthesize it. The reactants are: [C:1]([S@@:5]([NH:7][C@:8]([C:14]1[CH:19]=[CH:18][CH:17]=[C:16]([F:20])[CH:15]=1)([CH3:13])[CH2:9][C:10]([OH:12])=O)=[O:6])([CH3:4])([CH3:3])[CH3:2].[CH3:21][N:22]1[C:27](=[O:28])[CH2:26][C:25](=[O:29])[NH:24][C:23]1=[O:30].CN(C(ON1N=NC2C=CC=NC1=2)=[N+](C)C)C.F[P-](F)(F)(F)(F)F.CCN(C(C)C)C(C)C.